Dataset: Peptide-MHC class I binding affinity with 185,985 pairs from IEDB/IMGT. Task: Regression. Given a peptide amino acid sequence and an MHC pseudo amino acid sequence, predict their binding affinity value. This is MHC class I binding data. (1) The peptide sequence is SDYLELDTI. The MHC is HLA-A24:02 with pseudo-sequence HLA-A24:02. The binding affinity (normalized) is 0. (2) The MHC is HLA-A68:02 with pseudo-sequence HLA-A68:02. The peptide sequence is KSWLVHWSL. The binding affinity (normalized) is 0.0847.